Dataset: Full USPTO retrosynthesis dataset with 1.9M reactions from patents (1976-2016). Task: Predict the reactants needed to synthesize the given product. (1) Given the product [Cl:26][C:20]1[C:21]([N:23]([CH3:25])[CH3:24])=[CH:22][C:13]2[N:12]=[C:11]([C:7]3[CH:8]=[CH:9][CH:10]=[C:5]([C:3]4[N:36]=[C:34]([NH:33][C:30]5[CH:31]=[CH:32][N:27]=[CH:28][CH:29]=5)[S:35][CH:2]=4)[CH:6]=3)[CH2:17][C:16](=[O:18])[NH:15][C:14]=2[CH:19]=1, predict the reactants needed to synthesize it. The reactants are: Br[CH2:2][C:3]([C:5]1[CH:6]=[C:7]([C:11]2[CH2:17][C:16](=[O:18])[NH:15][C:14]3[CH:19]=[C:20]([Cl:26])[C:21]([N:23]([CH3:25])[CH3:24])=[CH:22][C:13]=3[N:12]=2)[CH:8]=[CH:9][CH:10]=1)=O.[N:27]1[CH:32]=[CH:31][C:30]([NH:33][C:34]([NH2:36])=[S:35])=[CH:29][CH:28]=1. (2) Given the product [C:15]([O:19][C:20](=[O:26])[NH:21][CH2:22][C@H:23]([OH:24])[CH2:25][NH:1][C:2]1[CH:3]=[C:4]2[C:8](=[CH:9][CH:10]=1)[N:7]([CH:11]1[CH2:12][CH2:13]1)[C:6](=[O:14])[CH2:5]2)([CH3:17])([CH3:16])[CH3:18], predict the reactants needed to synthesize it. The reactants are: [NH2:1][C:2]1[CH:3]=[C:4]2[C:8](=[CH:9][CH:10]=1)[N:7]([CH:11]1[CH2:13][CH2:12]1)[C:6](=[O:14])[CH2:5]2.[C:15]([O:19][C:20](=[O:26])[NH:21][CH2:22][C@H:23]1[CH2:25][O:24]1)([CH3:18])([CH3:17])[CH3:16].FC(F)(F)S([O-])(=O)=O.[Li+]. (3) Given the product [CH2:15]([O:8][C:5]1[CH:4]=[N:3][C:2]([NH2:1])=[N:7][CH:6]=1)[C:16]1[CH:21]=[CH:20][CH:19]=[CH:18][CH:17]=1, predict the reactants needed to synthesize it. The reactants are: [NH2:1][C:2]1[N:7]=[CH:6][C:5]([OH:8])=[CH:4][N:3]=1.C([O-])([O-])=O.[K+].[K+].[CH2:15](Br)[C:16]1[CH:21]=[CH:20][CH:19]=[CH:18][CH:17]=1. (4) Given the product [Cl:26][C:21]1[CH:20]=[C:19]([CH2:18][CH2:17][C:16]([OH:27])=[O:15])[CH:24]=[CH:23][C:22]=1[O:25][CH2:2][C:3]1[CH:8]=[CH:7][CH:6]=[C:5]([S:9][CH:10]([CH3:12])[CH3:11])[N:4]=1, predict the reactants needed to synthesize it. The reactants are: Cl[CH2:2][C:3]1[CH:8]=[CH:7][CH:6]=[C:5]([S:9][CH:10]([CH3:12])[CH3:11])[N:4]=1.C([O:15][C:16](=[O:27])[CH2:17][CH2:18][C:19]1[CH:24]=[CH:23][C:22]([OH:25])=[C:21]([Cl:26])[CH:20]=1)C.